This data is from Peptide-MHC class I binding affinity with 185,985 pairs from IEDB/IMGT. The task is: Regression. Given a peptide amino acid sequence and an MHC pseudo amino acid sequence, predict their binding affinity value. This is MHC class I binding data. (1) The peptide sequence is GANYFLQISR. The MHC is HLA-A03:01 with pseudo-sequence HLA-A03:01. The binding affinity (normalized) is 0.223. (2) The peptide sequence is IPLTTAAKL. The MHC is HLA-B35:01 with pseudo-sequence HLA-B35:01. The binding affinity (normalized) is 0.275. (3) The peptide sequence is YMVVDGSVM. The MHC is HLA-A30:01 with pseudo-sequence HLA-A30:01. The binding affinity (normalized) is 0.256. (4) The peptide sequence is QIYAGIKVK. The binding affinity (normalized) is 0. The MHC is HLA-B35:03 with pseudo-sequence HLA-B35:03. (5) The MHC is HLA-A02:19 with pseudo-sequence HLA-A02:19. The binding affinity (normalized) is 0.0847. The peptide sequence is WASGVPAAT. (6) The peptide sequence is EYSYYSSMY. The MHC is HLA-B40:01 with pseudo-sequence HLA-B40:01. The binding affinity (normalized) is 0.0847. (7) The peptide sequence is VFKVKLHEI. The MHC is HLA-A30:01 with pseudo-sequence HLA-A30:01. The binding affinity (normalized) is 0.0847.